Regression. Given two drug SMILES strings and cell line genomic features, predict the synergy score measuring deviation from expected non-interaction effect. From a dataset of NCI-60 drug combinations with 297,098 pairs across 59 cell lines. (1) Drug 2: CC1=C(C(=O)C2=C(C1=O)N3CC4C(C3(C2COC(=O)N)OC)N4)N. Cell line: SF-295. Drug 1: CCN(CC)CCNC(=O)C1=C(NC(=C1C)C=C2C3=C(C=CC(=C3)F)NC2=O)C. Synergy scores: CSS=56.0, Synergy_ZIP=1.25, Synergy_Bliss=-1.96, Synergy_Loewe=-31.6, Synergy_HSA=-3.24. (2) Drug 1: C1=CC(=CC=C1CC(C(=O)O)N)N(CCCl)CCCl.Cl. Drug 2: CC1C(C(CC(O1)OC2CC(CC3=C2C(=C4C(=C3O)C(=O)C5=C(C4=O)C(=CC=C5)OC)O)(C(=O)CO)O)N)O.Cl. Cell line: HCT-15. Synergy scores: CSS=31.0, Synergy_ZIP=-3.63, Synergy_Bliss=-2.02, Synergy_Loewe=-3.98, Synergy_HSA=-1.99. (3) Drug 1: CNC(=O)C1=CC=CC=C1SC2=CC3=C(C=C2)C(=NN3)C=CC4=CC=CC=N4. Drug 2: CCN(CC)CCNC(=O)C1=C(NC(=C1C)C=C2C3=C(C=CC(=C3)F)NC2=O)C. Cell line: HT29. Synergy scores: CSS=3.66, Synergy_ZIP=0.131, Synergy_Bliss=2.19, Synergy_Loewe=0.0183, Synergy_HSA=-0.0322. (4) Drug 1: CC(C)(C#N)C1=CC(=CC(=C1)CN2C=NC=N2)C(C)(C)C#N. Drug 2: CC=C1C(=O)NC(C(=O)OC2CC(=O)NC(C(=O)NC(CSSCCC=C2)C(=O)N1)C(C)C)C(C)C. Cell line: MDA-MB-231. Synergy scores: CSS=35.5, Synergy_ZIP=1.82, Synergy_Bliss=5.18, Synergy_Loewe=-44.7, Synergy_HSA=0.803. (5) Drug 1: CC1=C(C=C(C=C1)NC(=O)C2=CC=C(C=C2)CN3CCN(CC3)C)NC4=NC=CC(=N4)C5=CN=CC=C5. Drug 2: CCCCCOC(=O)NC1=NC(=O)N(C=C1F)C2C(C(C(O2)C)O)O. Cell line: OVCAR-4. Synergy scores: CSS=3.60, Synergy_ZIP=-3.01, Synergy_Bliss=-3.15, Synergy_Loewe=-4.54, Synergy_HSA=-1.99. (6) Drug 2: CC12CCC3C(C1CCC2OP(=O)(O)O)CCC4=C3C=CC(=C4)OC(=O)N(CCCl)CCCl.[Na+]. Cell line: KM12. Drug 1: C(CCl)NC(=O)N(CCCl)N=O. Synergy scores: CSS=-15.7, Synergy_ZIP=0.825, Synergy_Bliss=-10.3, Synergy_Loewe=-24.9, Synergy_HSA=-24.2.